This data is from Forward reaction prediction with 1.9M reactions from USPTO patents (1976-2016). The task is: Predict the product of the given reaction. (1) The product is: [O:1]=[C:2]1[C:7]2[CH:8]=[CH:9][CH:10]=[CH:11][C:6]=2[S:5][C:4]([C:12]2[CH:13]=[C:14]([CH2:18][CH2:19][C:20]([OH:22])=[O:21])[CH:15]=[CH:16][CH:17]=2)=[N:3]1. Given the reactants [O:1]=[C:2]1[C:7]2[CH:8]=[CH:9][CH:10]=[CH:11][C:6]=2[S:5][C:4]([C:12]2[CH:13]=[C:14]([CH2:18][CH2:19][C:20]([O:22]C(C)(C)C)=[O:21])[CH:15]=[CH:16][CH:17]=2)=[N:3]1.C(OC(C)C)(C)C, predict the reaction product. (2) Given the reactants [CH3:1][O:2][C:3](=[O:17])[C:4]1[CH:9]=[C:8]([O:10][CH3:11])[C:7]([O:12][CH2:13][O:14][CH3:15])=[C:6](I)[CH:5]=1.[CH3:18][Zn]C.C1COCC1, predict the reaction product. The product is: [CH3:1][O:2][C:3](=[O:17])[C:4]1[CH:5]=[C:6]([CH3:18])[C:7]([O:12][CH2:13][O:14][CH3:15])=[C:8]([O:10][CH3:11])[CH:9]=1. (3) Given the reactants Cl[C:2]1[N:7]=[CH:6][N:5]=[C:4]([NH:8][C:9]2[CH:14]=[CH:13][C:12]([P:15]([CH3:18])([CH3:17])=[O:16])=[CH:11][C:10]=2[S:19]([CH:22]([CH3:24])[CH3:23])(=[O:21])=[O:20])[CH:3]=1.[CH3:25][O:26][C:27]1[CH:33]=[C:32]([N:34]2[CH2:39][CH2:38][CH:37]([N:40]3[CH2:45][CH2:44][N:43]([CH3:46])[CH2:42][CH2:41]3)[CH2:36][CH2:35]2)[CH:31]=[CH:30][C:28]=1[NH2:29], predict the reaction product. The product is: [CH3:17][P:15]([C:12]1[CH:13]=[CH:14][C:9]([NH:8][C:4]2[CH:3]=[C:2]([NH:29][C:28]3[CH:30]=[CH:31][C:32]([N:34]4[CH2:39][CH2:38][CH:37]([N:40]5[CH2:41][CH2:42][N:43]([CH3:46])[CH2:44][CH2:45]5)[CH2:36][CH2:35]4)=[CH:33][C:27]=3[O:26][CH3:25])[N:7]=[CH:6][N:5]=2)=[C:10]([S:19]([CH:22]([CH3:24])[CH3:23])(=[O:21])=[O:20])[CH:11]=1)([CH3:18])=[O:16].